Dataset: Full USPTO retrosynthesis dataset with 1.9M reactions from patents (1976-2016). Task: Predict the reactants needed to synthesize the given product. (1) Given the product [CH3:1][C:2]1[CH:3]=[C:4]([C:9]2[N:10]=[C:11]([NH:20][C:27]([C:22]3[CH:23]=[N:24][CH:25]=[CH:26][N:21]=3)=[O:28])[S:12][C:13]=2[C:14]2[CH:19]=[CH:18][N:17]=[CH:16][CH:15]=2)[CH:5]=[C:6]([CH3:8])[CH:7]=1, predict the reactants needed to synthesize it. The reactants are: [CH3:1][C:2]1[CH:3]=[C:4]([C:9]2[N:10]=[C:11]([NH2:20])[S:12][C:13]=2[C:14]2[CH:19]=[CH:18][N:17]=[CH:16][CH:15]=2)[CH:5]=[C:6]([CH3:8])[CH:7]=1.[N:21]1[CH:26]=[CH:25][N:24]=[CH:23][C:22]=1[C:27](Cl)=[O:28].C(=O)([O-])O.[Na+]. (2) Given the product [CH:1]1([CH2:7][N:8]2[C:12]([C:13]3[CH:18]=[C:17]([C:19]([CH3:22])([CH3:21])[CH3:20])[CH:16]=[C:15]([C:23]([CH3:26])([CH3:25])[CH3:24])[CH:14]=3)=[CH:11][C:10]([S:27]([Cl:36])(=[O:29])=[O:28])=[C:9]2[CH3:31])[CH2:6][CH2:5][CH2:4][CH2:3][CH2:2]1, predict the reactants needed to synthesize it. The reactants are: [CH:1]1([CH2:7][N:8]2[C:12]([C:13]3[CH:18]=[C:17]([C:19]([CH3:22])([CH3:21])[CH3:20])[CH:16]=[C:15]([C:23]([CH3:26])([CH3:25])[CH3:24])[CH:14]=3)=[CH:11][C:10]([S:27](O)(=[O:29])=[O:28])=[C:9]2[CH3:31])[CH2:6][CH2:5][CH2:4][CH2:3][CH2:2]1.C(Cl)(C([Cl:36])=O)=O.